From a dataset of Forward reaction prediction with 1.9M reactions from USPTO patents (1976-2016). Predict the product of the given reaction. (1) Given the reactants [NH2:1][CH2:2][C:3]([NH:5][CH:6]1[CH2:9][N:8]([CH:10]2[CH2:15][CH2:14][C:13]([OH:24])([C:16]3[CH:17]=[N:18][C:19]([O:22][CH3:23])=[CH:20][CH:21]=3)[CH2:12][CH2:11]2)[CH2:7]1)=[O:4].[C:25](Cl)(=[O:35])[C:26]1[CH:34]=[CH:33][C:32]2[O:31][CH2:30][O:29][C:28]=2[CH:27]=1, predict the reaction product. The product is: [OH:24][C:13]1([C:16]2[CH:17]=[N:18][C:19]([O:22][CH3:23])=[CH:20][CH:21]=2)[CH2:14][CH2:15][CH:10]([N:8]2[CH2:9][CH:6]([NH:5][C:3]([CH2:2][NH:1][C:25]([C:26]3[CH:34]=[CH:33][C:32]4[O:31][CH2:30][O:29][C:28]=4[CH:27]=3)=[O:35])=[O:4])[CH2:7]2)[CH2:11][CH2:12]1. (2) Given the reactants [Cl:1][C:2]1[CH:7]=[CH:6][CH:5]=[C:4]([Cl:8])[C:3]=1[C:9]1[C:13]([CH2:14][CH2:15][C:16]2[O:17][C:18]3[C:24]([NH:25][C:26]4[CH:27]=[C:28]([CH:34]=[CH:35][CH:36]=4)[C:29]([O:31]CC)=[O:30])=[CH:23][CH:22]=[CH:21][C:19]=3[N:20]=2)=[C:12]([CH:37]([CH3:39])[CH3:38])[O:11][N:10]=1.[OH-].[Li+], predict the reaction product. The product is: [Cl:1][C:2]1[CH:7]=[CH:6][CH:5]=[C:4]([Cl:8])[C:3]=1[C:9]1[C:13]([CH2:14][CH2:15][C:16]2[O:17][C:18]3[C:24]([NH:25][C:26]4[CH:27]=[C:28]([CH:34]=[CH:35][CH:36]=4)[C:29]([OH:31])=[O:30])=[CH:23][CH:22]=[CH:21][C:19]=3[N:20]=2)=[C:12]([CH:37]([CH3:39])[CH3:38])[O:11][N:10]=1. (3) Given the reactants [C:9](O[C:9]([O:11][C:12]([CH3:15])([CH3:14])[CH3:13])=[O:10])([O:11][C:12]([CH3:15])([CH3:14])[CH3:13])=[O:10].[CH3:16][C:17]1[CH:18]=[CH:19][C:20]([NH2:23])=[N:21][CH:22]=1, predict the reaction product. The product is: [C:12]([O:11][C:9](=[O:10])[NH:23][C:20]1[CH:19]=[CH:18][C:17]([CH3:16])=[CH:22][N:21]=1)([CH3:13])([CH3:14])[CH3:15]. (4) Given the reactants [F:1][C:2]([F:26])([F:25])[CH2:3][NH:4][C:5]([C:7]1([CH2:20][CH2:21][CH2:22][CH2:23]Br)[C:19]2[CH:18]=[CH:17][CH:16]=[CH:15][C:14]=2[C:13]2[C:8]1=[CH:9][CH:10]=[CH:11][CH:12]=2)=[O:6].[CH3:27][N:28]1[C:32]2[CH:33]=[CH:34][CH:35]=[CH:36][C:31]=2[N:30]=[C:29]1[N:37]1[CH2:42][CH2:41][NH:40][CH2:39][CH2:38]1, predict the reaction product. The product is: [F:1][C:2]([F:26])([F:25])[CH2:3][NH:4][C:5]([C:7]1([CH2:20][CH2:21][CH2:22][CH2:23][N:40]2[CH2:41][CH2:42][N:37]([C:29]3[N:28]([CH3:27])[C:32]4[CH:33]=[CH:34][CH:35]=[CH:36][C:31]=4[N:30]=3)[CH2:38][CH2:39]2)[C:19]2[CH:18]=[CH:17][CH:16]=[CH:15][C:14]=2[C:13]2[C:8]1=[CH:9][CH:10]=[CH:11][CH:12]=2)=[O:6]. (5) Given the reactants [C:1]1([C:14]2[CH:19]=[CH:18][CH:17]=[CH:16][CH:15]=2)[CH:6]=[CH:5][C:4]([C:7]([NH:9][CH2:10][C:11]([OH:13])=O)=[O:8])=[CH:3][CH:2]=1.CCN(C(C)C)C(C)C.C1C=CC2N(O)N=NC=2C=1.CCN=C=NCCCN(C)C.Cl.Cl.[Br:52][C:53]1[CH:58]=[CH:57][CH:56]=[CH:55][C:54]=1[N:59]([CH3:66])[CH:60]1[CH2:65][CH2:64][NH:63][CH2:62][CH2:61]1, predict the reaction product. The product is: [Br:52][C:53]1[CH:58]=[CH:57][CH:56]=[CH:55][C:54]=1[N:59]([CH3:66])[CH:60]1[CH2:65][CH2:64][N:63]([C:11](=[O:13])[CH2:10][NH:9][C:7]([C:4]2[CH:3]=[CH:2][C:1]([C:14]3[CH:19]=[CH:18][CH:17]=[CH:16][CH:15]=3)=[CH:6][CH:5]=2)=[O:8])[CH2:62][CH2:61]1. (6) Given the reactants [CH3:1][O:2][C:3]([CH:5]1[CH2:13][C:12]2[C:7](=[CH:8][C:9]([O:14][CH3:15])=[CH:10][CH:11]=2)[C:6]1=O)=[O:4].C(O)(=O)C.Cl(O)(=O)(=O)=O, predict the reaction product. The product is: [CH3:1][O:2][C:3]([CH:5]1[CH2:6][C:7]2[C:12](=[CH:11][CH:10]=[C:9]([O:14][CH3:15])[CH:8]=2)[CH2:13]1)=[O:4].